From a dataset of Peptide-MHC class II binding affinity with 134,281 pairs from IEDB. Regression. Given a peptide amino acid sequence and an MHC pseudo amino acid sequence, predict their binding affinity value. This is MHC class II binding data. (1) The peptide sequence is KAYQQGVTVDSIGMLPRFTP. The MHC is DRB1_1501 with pseudo-sequence DRB1_1501. The binding affinity (normalized) is 0.183. (2) The peptide sequence is LNCNINNVVRIKVPF. The MHC is DRB3_0101 with pseudo-sequence DRB3_0101. The binding affinity (normalized) is 0.501. (3) The peptide sequence is PHCALLDCLMFQSAI. The MHC is DRB1_0101 with pseudo-sequence DRB1_0101. The binding affinity (normalized) is 0.656. (4) The peptide sequence is HYLKAKEYSHCAWTI. The MHC is DRB1_0401 with pseudo-sequence DRB1_0401. The binding affinity (normalized) is 0.295.